From a dataset of Forward reaction prediction with 1.9M reactions from USPTO patents (1976-2016). Predict the product of the given reaction. Given the reactants [Cl:1][C:2]1[C:7]([OH:8])=[C:6]([F:9])[C:5]([CH3:10])=[CH:4][CH:3]=1.C1OCCOCCOCCOCCOCCOC1.CC(C)([O-])C.[K+].[Br:35][C:36]1[CH:37]=[C:38](F)[C:39]([Cl:43])=[C:40]([F:42])[CH:41]=1, predict the reaction product. The product is: [Br:35][C:36]1[CH:41]=[C:40]([F:42])[C:39]([Cl:43])=[C:38]([O:8][C:7]2[C:6]([F:9])=[C:5]([CH3:10])[CH:4]=[CH:3][C:2]=2[Cl:1])[CH:37]=1.